From a dataset of Reaction yield outcomes from USPTO patents with 853,638 reactions. Predict the reaction yield, written as a fraction of the theoretical maximum amount of product (1.0 means a 100% yield; for example, 0.34 means a 34% yield). (1) The reactants are [CH:1]1([CH2:4][O:5][NH:6][C:7]([C:9]2[C:22]([NH:23][C:24]3[CH:29]=[CH:28][C:27]([Br:30])=[CH:26][C:25]=3[CH3:31])=[C:21]([F:32])[C:12]3[N:13]=[CH:14][N:15]([CH2:16][CH2:17]CC=C)[C:11]=3[CH:10]=2)=[O:8])[CH2:3][CH2:2]1.C[N+]1([O-])CC[O:37]CC1.[CH3:41][C:42]([OH:45])(C)[CH3:43]. The catalyst is C1COCC1.O.O=[Os](=O)(=O)=O. The product is [CH:1]1([CH2:4][O:5][NH:6][C:7]([C:9]2[C:22]([NH:23][C:24]3[CH:29]=[CH:28][C:27]([Br:30])=[CH:26][C:25]=3[CH3:31])=[C:21]([F:32])[C:12]3[N:13]=[CH:14][N:15]([CH2:16][CH2:17][CH2:41][CH:42]([OH:45])[CH2:43][OH:37])[C:11]=3[CH:10]=2)=[O:8])[CH2:3][CH2:2]1. The yield is 0.740. (2) The reactants are [S:1]1[CH:5]=[CH:4][C:3]([C:6]([OH:8])=O)=[CH:2]1.Cl.CN(C)CCCN=C=NCC.[CH3:21][O:22][C:23]1[CH:24]=[C:25]([NH2:46])[CH:26]=[CH:27][C:28]=1[C:29]1[O:30][C:31]([C:34]2[C:35]([C:40]3[CH:45]=[CH:44][CH:43]=[CH:42][CH:41]=3)=[N:36][O:37][C:38]=2[CH3:39])=[N:32][N:33]=1. The catalyst is ClCCl. The product is [CH3:21][O:22][C:23]1[CH:24]=[C:25]([NH:46][C:6]([C:3]2[CH:4]=[CH:5][S:1][CH:2]=2)=[O:8])[CH:26]=[CH:27][C:28]=1[C:29]1[O:30][C:31]([C:34]2[C:35]([C:40]3[CH:41]=[CH:42][CH:43]=[CH:44][CH:45]=3)=[N:36][O:37][C:38]=2[CH3:39])=[N:32][N:33]=1. The yield is 0.510. (3) The reactants are [Cl-].O[NH3+:3].[C:4](=[O:7])([O-])[OH:5].[Na+].CS(C)=O.[CH2:13]([C:17]1[N:21]([CH2:22][C:23]2[CH:28]=[CH:27][C:26]([C:29]3[C:30]([C:35]#[N:36])=[CH:31][CH:32]=[CH:33][CH:34]=3)=[CH:25][CH:24]=2)[C:20](=[O:37])[N:19]([C:38]2[CH:43]=[CH:42][CH:41]=[CH:40][CH:39]=2)[N:18]=1)[CH2:14][CH2:15][CH3:16]. The catalyst is C(OCC)(=O)C. The product is [CH2:13]([C:17]1[N:21]([CH2:22][C:23]2[CH:28]=[CH:27][C:26]([C:29]3[CH:34]=[CH:33][CH:32]=[CH:31][C:30]=3[C:35]3[NH:3][C:4](=[O:7])[O:5][N:36]=3)=[CH:25][CH:24]=2)[C:20](=[O:37])[N:19]([C:38]2[CH:43]=[CH:42][CH:41]=[CH:40][CH:39]=2)[N:18]=1)[CH2:14][CH2:15][CH3:16]. The yield is 0.340. (4) The reactants are S(Cl)(Cl)=O.[NH2:5][C@@:6]1([C:26]([OH:28])=[O:27])[C@H:11]([O:12][CH2:13][C:14]2[CH:19]=[CH:18][C:17]([Cl:20])=[C:16]([Cl:21])[CH:15]=2)[CH2:10][C@@H:9]2[C@H:7]1[C@@:8]2([F:25])[C:22]([OH:24])=[O:23]. The catalyst is C(O)CCCC. The product is [CH2:8]([O:23][C:22]([C@:8]1([F:25])[C@@H:7]2[C@H:9]1[CH2:10][C@@H:11]([O:12][CH2:13][C:14]1[CH:19]=[CH:18][C:17]([Cl:20])=[C:16]([Cl:21])[CH:15]=1)[C@@:6]2([NH2:5])[C:26]([OH:28])=[O:27])=[O:24])[CH2:7][CH2:6][CH2:11][CH3:10]. The yield is 0.500. (5) The reactants are Br[C:2]1[C:3]([N+:8]([O-])=O)=[N:4][CH:5]=[CH:6][CH:7]=1.[C:11]1([NH:17][C:18](=O)[CH3:19])[CH:16]=[CH:15][CH:14]=[CH:13][CH:12]=1. No catalyst specified. The product is [CH3:19][C:18]1[N:17]([C:11]2[CH:16]=[CH:15][CH:14]=[CH:13][CH:12]=2)[C:2]2[C:3]([N:8]=1)=[N:4][CH:5]=[CH:6][CH:7]=2. The yield is 0.470. (6) The reactants are [N-:1]=[N+:2]=[N-:3].[Na+].[Cl-].[NH4+].[CH:7]1[C:16]2[C:11](=[CH:12][CH:13]=[CH:14][CH:15]=2)[CH:10]=[CH:9][C:8]=1[O:17][CH2:18][C:19]1[CH:20]=[C:21]([CH:24]=[CH:25][CH:26]=1)[C:22]#[N:23].Cl. The catalyst is CN(C)C=O. The product is [CH:7]1[C:16]2[C:11](=[CH:12][CH:13]=[CH:14][CH:15]=2)[CH:10]=[CH:9][C:8]=1[O:17][CH2:18][C:19]1[CH:20]=[C:21]([C:22]2[NH:23][N:3]=[N:2][N:1]=2)[CH:24]=[CH:25][CH:26]=1. The yield is 0.930.